From a dataset of Reaction yield outcomes from USPTO patents with 853,638 reactions. Predict the reaction yield, written as a fraction of the theoretical maximum amount of product (1.0 means a 100% yield; for example, 0.34 means a 34% yield). (1) The reactants are [CH:1]1([C:7]([C:9]2[NH:10][CH:11]=[CH:12][CH:13]=2)=[O:8])[CH2:6][CH2:5][CH2:4][CH2:3][CH2:2]1.[H-].[Na+].[CH3:16]I. The catalyst is CN(C=O)C. The product is [CH:1]1([C:7]([C:9]2[N:10]([CH3:16])[CH:11]=[CH:12][CH:13]=2)=[O:8])[CH2:2][CH2:3][CH2:4][CH2:5][CH2:6]1. The yield is 0.800. (2) The reactants are CO.CN1[C:8](=[O:9])CCC1.[H-].[Na+].Br[C:13]1[N:18]=[C:17]2[N:19]([C@H:23]([C:25]3[CH:30]=[CH:29][CH:28]=[CH:27][CH:26]=3)[CH3:24])[C:20]([OH:22])=[N:21][C:16]2=[N:15][CH:14]=1. The catalyst is CCOC(C)=O. The product is [CH3:8][O:9][C:13]1[N:18]=[C:17]2[N:19]([C@H:23]([C:25]3[CH:30]=[CH:29][CH:28]=[CH:27][CH:26]=3)[CH3:24])[C:20]([OH:22])=[N:21][C:16]2=[N:15][CH:14]=1. The yield is 0.290. (3) The reactants are [OH:1][C@@H:2]([C:23]1[CH:28]=[CH:27][CH:26]=[CH:25][CH:24]=1)[CH2:3][CH2:4][N:5]1[CH2:10][CH2:9][CH:8]([C:11]2[CH:12]=[C:13]([NH:17][C:18](=[O:22])[CH:19]([CH3:21])[CH3:20])[CH:14]=[CH:15][CH:16]=2)[CH2:7][CH2:6]1.[C:29]1(O)[C:38]2[C:33](=[CH:34][CH:35]=[CH:36][CH:37]=2)[CH:32]=[CH:31][CH:30]=1.C1(P(C2C=CC=CC=2)C2C=CC=CC=2)C=CC=CC=1.N(C(OCC)=O)=NC(OCC)=O.N. The catalyst is C1COCC1.C(Cl)(Cl)Cl. The product is [CH3:20][CH:19]([CH3:21])[C:18]([NH:17][C:13]1[CH:14]=[CH:15][CH:16]=[C:11]([CH:8]2[CH2:9][CH2:10][N:5]([CH2:4][CH2:3][C@H:2]([O:1][C:37]3[C:38]4[C:33](=[CH:32][CH:31]=[CH:30][CH:29]=4)[CH:34]=[CH:35][CH:36]=3)[C:23]3[CH:24]=[CH:25][CH:26]=[CH:27][CH:28]=3)[CH2:6][CH2:7]2)[CH:12]=1)=[O:22]. The yield is 0.662. (4) The reactants are [O:1]=[C:2]1[C:8]2[CH:9]=[CH:10][CH:11]=[CH:12][C:7]=2[O:6][C:5]2[S:13][C:14]([C:16]([O:18]C)=[O:17])=[CH:15][C:4]=2[NH:3]1.[OH-].[Na+]. The catalyst is C(O)C.C1COCC1. The product is [O:1]=[C:2]1[C:8]2[CH:9]=[CH:10][CH:11]=[CH:12][C:7]=2[O:6][C:5]2[S:13][C:14]([C:16]([OH:18])=[O:17])=[CH:15][C:4]=2[NH:3]1. The yield is 0.990. (5) The reactants are [CH3:1][O:2][C:3]1[C:18]([N+:19]([O-])=O)=[CH:17][C:6]2[CH2:7][CH2:8][N:9]([CH2:12][C:13]([F:16])([F:15])[F:14])[CH2:10][CH2:11][C:5]=2[CH:4]=1.O.NN. The catalyst is CO.[Pd]. The product is [CH3:1][O:2][C:3]1[C:18]([NH2:19])=[CH:17][C:6]2[CH2:7][CH2:8][N:9]([CH2:12][C:13]([F:14])([F:15])[F:16])[CH2:10][CH2:11][C:5]=2[CH:4]=1. The yield is 0.880. (6) The reactants are [Si:1]([O:8][CH2:9][CH:10]=O)([C:4]([CH3:7])([CH3:6])[CH3:5])([CH3:3])[CH3:2].Cl.[NH2:13][C@@H:14]1[CH2:19][CH2:18][CH2:17][N:16]([C:20]2[C:25]([Br:26])=[CH:24][N:23]=[C:22]3[NH:27][CH:28]=[C:29]([NH:30][C:31](=[O:40])[C:32]4[CH:37]=[CH:36][C:35]([F:38])=[C:34]([Cl:39])[CH:33]=4)[C:21]=23)[CH2:15]1.CCN(C(C)C)C(C)C.C(OC)(OC)OC.[BH4-].[Na+].C([O-])(O)=O.[Na+]. The catalyst is CO.C(Cl)Cl. The product is [Br:26][C:25]1[C:20]([N:16]2[CH2:17][CH2:18][CH2:19][C@@H:14]([NH:13][CH2:10][CH2:9][O:8][Si:1]([C:4]([CH3:5])([CH3:6])[CH3:7])([CH3:2])[CH3:3])[CH2:15]2)=[C:21]2[C:29]([NH:30][C:31](=[O:40])[C:32]3[CH:37]=[CH:36][C:35]([F:38])=[C:34]([Cl:39])[CH:33]=3)=[CH:28][NH:27][C:22]2=[N:23][CH:24]=1. The yield is 0.390.